The task is: Predict the product of the given reaction.. This data is from Forward reaction prediction with 1.9M reactions from USPTO patents (1976-2016). (1) Given the reactants [Br:1][C:2]1[CH:3]=[C:4]([CH3:9])[CH:5]=[C:6](Br)[CH:7]=1.[Cu][C:11]#[N:12], predict the reaction product. The product is: [Br:1][C:2]1[CH:3]=[C:4]([CH3:9])[CH:5]=[C:6]([C:11]#[N:12])[CH:7]=1. (2) Given the reactants [Br:1][C:2]1[CH:3]=[N:4][N:5]2[CH:10]=[CH:9][C:8]([NH:11][C:12]3[CH:17]=[CH:16][CH:15]=[CH:14][CH:13]=3)=[N:7][C:6]=12.[C:18]([O:22][C:23](O[C:23]([O:22][C:18]([CH3:21])([CH3:20])[CH3:19])=[O:24])=[O:24])([CH3:21])([CH3:20])[CH3:19].[CH2:33]1[CH2:37]OC[CH2:34]1, predict the reaction product. The product is: [C:18]([O:22][C:23](=[O:24])[N:11]([C:8]1[CH:9]=[CH:10][N:5]2[N:4]=[CH:3][C:2]([Br:1])=[C:6]2[N:7]=1)[C:12]1[CH:17]=[CH:16][C:15]([CH:33]([CH3:37])[CH3:34])=[CH:14][CH:13]=1)([CH3:21])([CH3:20])[CH3:19].